This data is from Hepatocyte clearance measurements from AstraZeneca. The task is: Regression/Classification. Given a drug SMILES string, predict its absorption, distribution, metabolism, or excretion properties. Task type varies by dataset: regression for continuous measurements (e.g., permeability, clearance, half-life) or binary classification for categorical outcomes (e.g., BBB penetration, CYP inhibition). For this dataset (clearance_hepatocyte_az), we predict log10(clearance) (log10 of the in vitro intrinsic clearance, CLint, in uL/min per 10^6 hepatocytes; values are censored to the assay range of 3 to 150, which is 0.477 to 2.18 on this log10 scale). (1) The molecule is O=C(CCCN1CCC(O)(c2ccc(Cl)cc2)CC1)c1ccc(F)cc1. The log10(clearance) is 1.15. (2) The drug is CCN(CC)CCn1c2ccccc2c2cnc(N)c(C#N)c21. The log10(clearance) is 1.89. (3) The drug is CCOc1ccc(-n2c([C@@H](C)N(Cc3cccnc3)C(=O)Cc3ccc(C(F)(F)F)cc3)nc3ccccc3c2=O)cc1. The log10(clearance) is 1.64. (4) The compound is CCOc1ccc2ccc(=O)oc2c1. The log10(clearance) is 1.55. (5) The drug is CCc1nn(C2CCCC2)c2c1CCn1c(-c3cccs3)nnc1-2. The log10(clearance) is 0.780. (6) The molecule is O=C1CC2(CCCC2)CC(=O)N1CCCCN1CCN(c2ncccn2)CC1. The log10(clearance) is 1.59. (7) The compound is COc1cccc(Nc2c(C(N)=O)cnc3c(C)cc(S(=O)(=O)c4cccc(C(=O)N(C)C)c4)cc23)c1. The log10(clearance) is 2.11.